From a dataset of NCI-60 drug combinations with 297,098 pairs across 59 cell lines. Regression. Given two drug SMILES strings and cell line genomic features, predict the synergy score measuring deviation from expected non-interaction effect. (1) Drug 1: CC1=C(C=C(C=C1)NC(=O)C2=CC=C(C=C2)CN3CCN(CC3)C)NC4=NC=CC(=N4)C5=CN=CC=C5. Drug 2: CC=C1C(=O)NC(C(=O)OC2CC(=O)NC(C(=O)NC(CSSCCC=C2)C(=O)N1)C(C)C)C(C)C. Cell line: ACHN. Synergy scores: CSS=26.0, Synergy_ZIP=6.18, Synergy_Bliss=4.32, Synergy_Loewe=-83.1, Synergy_HSA=0.890. (2) Drug 1: C1CC(C1)(C(=O)O)C(=O)O.[NH2-].[NH2-].[Pt+2]. Drug 2: C1CN(P(=O)(OC1)NCCCl)CCCl. Cell line: OVCAR-8. Synergy scores: CSS=8.16, Synergy_ZIP=-4.47, Synergy_Bliss=-3.79, Synergy_Loewe=-1.33, Synergy_HSA=-1.90. (3) Drug 1: CN1CCC(CC1)COC2=C(C=C3C(=C2)N=CN=C3NC4=C(C=C(C=C4)Br)F)OC. Drug 2: COC1=NC(=NC2=C1N=CN2C3C(C(C(O3)CO)O)O)N. Cell line: BT-549. Synergy scores: CSS=-0.0235, Synergy_ZIP=3.31, Synergy_Bliss=4.68, Synergy_Loewe=-0.402, Synergy_HSA=1.16. (4) Drug 1: C1=NC2=C(N1)C(=S)N=C(N2)N. Drug 2: C1=CN(C=N1)CC(O)(P(=O)(O)O)P(=O)(O)O. Cell line: HT29. Synergy scores: CSS=34.7, Synergy_ZIP=5.29, Synergy_Bliss=-1.36, Synergy_Loewe=-25.7, Synergy_HSA=-3.30. (5) Drug 1: CN(C)N=NC1=C(NC=N1)C(=O)N. Drug 2: C1=CN(C=N1)CC(O)(P(=O)(O)O)P(=O)(O)O. Cell line: A549. Synergy scores: CSS=2.85, Synergy_ZIP=-0.686, Synergy_Bliss=1.69, Synergy_Loewe=2.23, Synergy_HSA=0.390.